Dataset: Reaction yield outcomes from USPTO patents with 853,638 reactions. Task: Predict the reaction yield, written as a fraction of the theoretical maximum amount of product (1.0 means a 100% yield; for example, 0.34 means a 34% yield). (1) The reactants are [CH3:1][C:2]1[C:16](=[O:17])[N:15]=[C:14]2[N:4]([C@@H:5]3[O:9][C@H:8]([CH2:10][OH:11])[C@@H:7]([OH:12])[C@@H:6]3[O:13]2)[CH:3]=1.[CH3:18][O:19][CH2:20][CH2:21][O:22]B([O:22][CH2:21][CH2:20][O:19][CH3:18])[O:22][CH2:21][CH2:20][O:19][CH3:18]. The catalyst is COCCO. The product is [CH3:18][O:19][CH2:20][CH2:21][O:22][C@@H:6]1[C@H:7]([OH:12])[C@@H:8]([CH2:10][OH:11])[O:9][C@H:5]1[N:4]1[CH:3]=[C:2]([CH3:1])[C:16](=[O:17])[NH:15][C:14]1=[O:13]. The yield is 0.630. (2) The reactants are [CH3:1][N:2]1[C:6]([C:7]2[S:11][C:10]([C:12]([OH:14])=O)=[CH:9][CH:8]=2)=[CH:5][CH:4]=[N:3]1.C1CN([P+](Br)(N2CCCC2)N2CCCC2)CC1.F[P-](F)(F)(F)(F)F.C(N(C(C)C)CC)(C)C.Cl.[NH2:49][C@@H:50]([CH2:63][C:64]1[CH:69]=[CH:68][CH:67]=[CH:66][C:65]=1[C:70]([F:73])([F:72])[F:71])[CH2:51][N:52]1[C:60](=[O:61])[C:59]2[C:54](=[CH:55][CH:56]=[CH:57][CH:58]=2)[C:53]1=[O:62]. The catalyst is C(Cl)Cl. The product is [O:61]=[C:60]1[C:59]2[C:54](=[CH:55][CH:56]=[CH:57][CH:58]=2)[C:53](=[O:62])[N:52]1[CH2:51][C@@H:50]([NH:49][C:12]([C:10]1[S:11][C:7]([C:6]2[N:2]([CH3:1])[N:3]=[CH:4][CH:5]=2)=[CH:8][CH:9]=1)=[O:14])[CH2:63][C:64]1[CH:69]=[CH:68][CH:67]=[CH:66][C:65]=1[C:70]([F:72])([F:71])[F:73]. The yield is 0.280. (3) The catalyst is C1COCC1.C(OCC)(=O)C. The product is [CH2:19]([O:21][C:22](=[O:31])[CH2:23][C:24]1([CH2:35][N+:32]([O-:34])=[O:33])[CH2:28][CH2:27][C:26]([CH3:30])([CH3:29])[CH2:25]1)[CH3:20]. The yield is 0.410. The reactants are [F-].C([N+](CCCC)(CCCC)CCCC)CCC.[CH2:19]([O:21][C:22](=[O:31])[CH:23]=[C:24]1[CH2:28][CH2:27][C:26]([CH3:30])([CH3:29])[CH2:25]1)[CH3:20].[N+:32]([CH3:35])([O-:34])=[O:33]. (4) The reactants are [Cl:1][C:2]1[CH:7]=[CH:6][CH:5]=[C:4]([C:8]#[N:9])[C:3]=1[CH2:10][C:11]([OH:13])=O.O=S(Cl)[Cl:16]. The catalyst is ClCCl. The product is [Cl:16][C:8]1[C:4]2[C:3](=[C:2]([Cl:1])[CH:7]=[CH:6][CH:5]=2)[CH:10]=[C:11]([OH:13])[N:9]=1. The yield is 0.696. (5) The reactants are [NH2:1][C:2]1([C:13]2[CH:18]=[CH:17][C:16]([CH:19]([CH3:21])[CH3:20])=[CH:15][C:14]=2[O:22][CH3:23])[C:10](=[O:11])[C:9]2[C:4](=[CH:5][CH:6]=[CH:7][CH:8]=2)[C:3]1=[O:12].ClC(Cl)(O[C:28](=[O:34])OC(Cl)(Cl)Cl)Cl.[CH2:36]([NH2:38])[CH3:37].ClCCl. The catalyst is C1COCC1. The product is [CH2:36]([NH:38][C:28]([NH:1][C:2]1([C:13]2[CH:18]=[CH:17][C:16]([CH:19]([CH3:21])[CH3:20])=[CH:15][C:14]=2[O:22][CH3:23])[C:10](=[O:11])[C:9]2[C:4](=[CH:5][CH:6]=[CH:7][CH:8]=2)[C:3]1=[O:12])=[O:34])[CH3:37]. The yield is 0.740. (6) The reactants are CS[C:3]1[NH:4][CH:5]=[CH:6][C:7](=[O:9])[N:8]=1.[Cl:10][C:11]1[CH:26]=[CH:25][C:14]([O:15][C:16]2[CH:21]=[CH:20][C:19]([CH2:22][CH2:23][NH2:24])=[CH:18][CH:17]=2)=[CH:13][C:12]=1[C:27]([F:30])([F:29])[F:28]. The catalyst is N1C=CC=CC=1. The product is [Cl:10][C:11]1[CH:26]=[CH:25][C:14]([O:15][C:16]2[CH:21]=[CH:20][C:19]([CH2:22][CH2:23][NH:24][C:3]3[NH:4][CH:5]=[CH:6][C:7](=[O:9])[N:8]=3)=[CH:18][CH:17]=2)=[CH:13][C:12]=1[C:27]([F:28])([F:29])[F:30]. The yield is 0.738. (7) The reactants are C(=O)([O-])[O-].[Cs+].[Cs+].[Br:7][C:8]1[CH:9]=[C:10]2[C:15](=[CH:16][CH:17]=1)[N:14]=[C:13]([OH:18])[N:12]=[CH:11]2.C(O)(C)(C)C.C1(C)C=CC=CC=1.CC(=O)CC.[C:36]([CH:40]1[CH2:45][CH2:44][CH:43](OS(C)(=O)=O)[CH2:42][CH2:41]1)([CH3:39])([CH3:38])[CH3:37]. No catalyst specified. The product is [Br:7][C:8]1[CH:9]=[C:10]2[C:15](=[CH:16][CH:17]=1)[N:14]=[C:13]([O:18][CH:43]1[CH2:44][CH2:45][CH:40]([C:36]([CH3:39])([CH3:38])[CH3:37])[CH2:41][CH2:42]1)[N:12]=[CH:11]2. The yield is 0.200.